This data is from Catalyst prediction with 721,799 reactions and 888 catalyst types from USPTO. The task is: Predict which catalyst facilitates the given reaction. (1) Reactant: C1C(=O)N(Br)C(=O)C1.[CH:9]1[C:13]2=[C:14]([NH2:18])[N:15]=[CH:16][N:17]=[C:12]2[N:11]([C@@H:19]2[O:23][C@H:22]([CH2:24][OH:25])[C@@H:21]([OH:26])[CH2:20]2)[CH:10]=1.C[C:28]([O-:30])=[O:29].[Na+]. Product: [NH2:18][C:14]1[C:13]2[C:9]([C:28]([OH:30])=[O:29])=[CH:10][N:11]([C@@H:19]3[O:23][C@H:22]([CH2:24][OH:25])[C@@H:21]([OH:26])[CH2:20]3)[C:12]=2[N:17]=[CH:16][N:15]=1. The catalyst class is: 3. (2) Reactant: C(N(CC)CC)C.[Cl:8][C:9]1[CH:14]=[CH:13][C:12]([C:15]2[CH:16]=[CH:17][C:18]([C:21]#[CH:22])=[N:19][CH:20]=2)=[CH:11][CH:10]=1.Br[C:24]1[CH:25]=[N:26][C:27]([O:30][CH2:31][CH2:32][N:33]2[CH2:37][CH2:36][CH2:35][CH2:34]2)=[N:28][CH:29]=1. Product: [Cl:8][C:9]1[CH:10]=[CH:11][C:12]([C:15]2[CH:16]=[CH:17][C:18]([C:21]#[C:22][C:24]3[CH:29]=[N:28][C:27]([O:30][CH2:31][CH2:32][N:33]4[CH2:37][CH2:36][CH2:35][CH2:34]4)=[N:26][CH:25]=3)=[N:19][CH:20]=2)=[CH:13][CH:14]=1. The catalyst class is: 18.